The task is: Predict the reactants needed to synthesize the given product.. This data is from Full USPTO retrosynthesis dataset with 1.9M reactions from patents (1976-2016). (1) Given the product [CH3:18][C:5]1[CH:4]=[CH:3][C:2]2[NH:20][N:21]=[C:14]3[C:15]=2[C:6]=1[C:7](=[O:17])[C:8]1[CH:9]=[CH:10][CH:11]=[CH:12][C:13]3=1, predict the reactants needed to synthesize it. The reactants are: Cl[C:2]1[C:15]2[C:14](=O)[C:13]3[C:8](=[CH:9][CH:10]=[CH:11][CH:12]=3)[C:7](=[O:17])[C:6]=2[C:5]([CH3:18])=[CH:4][CH:3]=1.O.[NH2:20][NH2:21]. (2) Given the product [CH3:1][C@H:2]1[C@@:11]2([CH3:27])[C@H:12]([O:22][C:23]([CH2:25][OH:26])=[O:24])[CH2:13][C@:14]([CH:20]=[CH2:21])([CH3:19])[C@@H:15]([OH:18])[C@H:16]([CH3:17])[C@:5]3([C@@H:10]2[C:8](=[O:9])[CH2:7][CH2:6]3)[CH2:4][CH2:3]1.[S:36]([O-:38])(=[O:9])(=[O:37])[CH3:35], predict the reactants needed to synthesize it. The reactants are: [CH3:1][C@H:2]1[C@@:11]2([CH3:27])[C@H:12]([O:22][C:23]([CH2:25][OH:26])=[O:24])[CH2:13][C@:14]([CH:20]=[CH2:21])([CH3:19])[C@@H:15]([OH:18])[C@H:16]([CH3:17])[C@:5]3([C@@H:10]2[C:8](=[O:9])[CH2:7][CH2:6]3)[CH2:4][CH2:3]1.C(N(CC)CC)C.[CH3:35][S:36](Cl)(=[O:38])=[O:37]. (3) Given the product [C:25]([NH:26][C:22]([NH:21][C@@H:8]([CH2:7][CH:1]1[CH2:2][CH2:3][CH2:4][CH2:5][CH2:6]1)[CH2:9][N:10]([CH3:20])[C:11]([O:12][CH2:13][CH2:14][Si:15]([CH3:17])([CH3:16])[CH3:18])=[O:19])=[S:23])#[N:24], predict the reactants needed to synthesize it. The reactants are: [CH:1]1([CH2:7][C@H:8]([N:21]=[C:22]=[S:23])[CH2:9][N:10]([CH3:20])[C:11](=[O:19])[O:12][CH2:13][CH2:14][Si:15]([CH3:18])([CH3:17])[CH3:16])[CH2:6][CH2:5][CH2:4][CH2:3][CH2:2]1.[N:24]#[C:25][NH2:26].[Na]. (4) Given the product [CH3:13][O:12][C:11]1[C:5]2[O:4][C:3]([CH:1]=[O:24])=[CH:7][C:6]=2[CH:8]=[CH:9][CH:10]=1, predict the reactants needed to synthesize it. The reactants are: [C:1]([C:3]1[O:4][C:5]2[C:11]([O:12][CH3:13])=[CH:10][CH:9]=[CH:8][C:6]=2[CH:7]=1)#N.CC(C[AlH]CC(C)C)C.C[OH:24].Cl. (5) Given the product [CH3:1][O:2][C:3](=[O:16])[C:4]([C:6]1[CH:7]=[CH:8][C:9]([O:12][CH2:13][CH:14]=[CH2:15])=[CH:10][CH:11]=1)([CH3:19])[CH3:5], predict the reactants needed to synthesize it. The reactants are: [CH3:1][O:2][C:3](=[O:16])[CH:4]([C:6]1[CH:11]=[CH:10][C:9]([O:12][CH2:13][CH:14]=[CH2:15])=[CH:8][CH:7]=1)[CH3:5].[H-].[Na+].[CH3:19]I.